This data is from Reaction yield outcomes from USPTO patents with 853,638 reactions. The task is: Predict the reaction yield, written as a fraction of the theoretical maximum amount of product (1.0 means a 100% yield; for example, 0.34 means a 34% yield). The reactants are C[C:2]([CH3:5])([O-:4])C.[K+].[S:7]1[C:11]([CH:12]=O)=[CH:10][N:9]=[CH:8]1.C1C[O:17][CH2:16][CH2:15]1. No catalyst specified. The product is [S:7]1[C:11](/[CH:12]=[CH:15]/[C:16]([O:4][CH2:2][CH3:5])=[O:17])=[CH:10][N:9]=[CH:8]1. The yield is 0.823.